Dataset: Forward reaction prediction with 1.9M reactions from USPTO patents (1976-2016). Task: Predict the product of the given reaction. Given the reactants [Cl:1][C:2]1[N:7]=[C:6](Cl)[C:5]([CH:9]=[O:10])=[C:4]([Cl:11])[N:3]=1.[CH:12]([S:15]([C:18]1[CH:24]=[CH:23][CH:22]=[CH:21][C:19]=1[NH2:20])(=[O:17])=[O:16])([CH3:14])[CH3:13], predict the reaction product. The product is: [Cl:1][C:2]1[N:3]=[C:4]([Cl:11])[C:5]([CH:9]=[O:10])=[C:6]([NH:20][C:19]2[CH:21]=[CH:22][CH:23]=[CH:24][C:18]=2[S:15]([CH:12]([CH3:14])[CH3:13])(=[O:17])=[O:16])[N:7]=1.